Dataset: Forward reaction prediction with 1.9M reactions from USPTO patents (1976-2016). Task: Predict the product of the given reaction. Given the reactants [O:1]1[C:5]2[CH:6]=[CH:7][C:8]([CH2:10][C:11]3[NH:19][C:18]4[C:13](=[N:14][C:15]([F:21])=[N:16][C:17]=4[NH2:20])[N:12]=3)=[CH:9][C:4]=2[O:3][CH2:2]1.C1C(=O)N([Br:29])C(=O)C1, predict the reaction product. The product is: [F:21][C:15]1[N:14]=[C:13]2[C:18]([NH:19][C:11]([CH2:10][C:8]3[C:7]([Br:29])=[CH:6][C:5]4[O:1][CH2:2][O:3][C:4]=4[CH:9]=3)=[N:12]2)=[C:17]([NH2:20])[N:16]=1.